Dataset: Catalyst prediction with 721,799 reactions and 888 catalyst types from USPTO. Task: Predict which catalyst facilitates the given reaction. (1) Reactant: [OH-].[K+].[NH2:3][CH2:4][C:5]1[CH:12]=[CH:11][C:8]([C:9]#[N:10])=[CH:7][CH:6]=1.S(=O)(=O)(O)[OH:14]. Product: [NH2:10][CH2:9][C:8]1[CH:11]=[CH:12][C:5]([C:4]([NH2:3])=[O:14])=[CH:6][CH:7]=1. The catalyst class is: 107. (2) Reactant: C[O:2][C:3](=[O:36])[C:4]1[CH:9]=[CH:8][CH:7]=[CH:6][C:5]=1[NH:10][C:11]1[N:15]([C:16]2[CH:21]=[C:20]([F:22])[CH:19]=[CH:18][C:17]=2[F:23])[N:14]=[C:13]([CH3:24])[C:12]=1[C:25]1[CH:26]=[C:27]2[C:32](=[C:33]([F:35])[CH:34]=1)[N:31]=[CH:30][CH:29]=[N:28]2.[OH-].[Na+].Cl. Product: [F:23][C:17]1[CH:18]=[CH:19][C:20]([F:22])=[CH:21][C:16]=1[N:15]1[C:11]([NH:10][C:5]2[CH:6]=[CH:7][CH:8]=[CH:9][C:4]=2[C:3]([OH:36])=[O:2])=[C:12]([C:25]2[CH:26]=[C:27]3[C:32](=[C:33]([F:35])[CH:34]=2)[N:31]=[CH:30][CH:29]=[N:28]3)[C:13]([CH3:24])=[N:14]1. The catalyst class is: 38. (3) Reactant: C([O:3][C:4](=[O:32])[C:5](=[C:17]1[C:23]2[CH:24]=[CH:25][CH:26]=[CH:27][C:22]=2[CH2:21][CH2:20][C:19]2[CH:28]=[CH:29][CH:30]=[CH:31][C:18]1=2)[C:6]1[CH:11]=[CH:10][CH:9]=[C:8]([NH:12][S:13]([CH3:16])(=[O:15])=[O:14])[CH:7]=1)C.[OH-].[Na+]. Product: [CH:27]1[C:22]2[CH2:21][CH2:20][C:19]3[CH:28]=[CH:29][CH:30]=[CH:31][C:18]=3[C:17](=[C:5]([C:6]3[CH:11]=[CH:10][CH:9]=[C:8]([NH:12][S:13]([CH3:16])(=[O:15])=[O:14])[CH:7]=3)[C:4]([OH:32])=[O:3])[C:23]=2[CH:24]=[CH:25][CH:26]=1. The catalyst class is: 8.